This data is from Forward reaction prediction with 1.9M reactions from USPTO patents (1976-2016). The task is: Predict the product of the given reaction. Given the reactants [C:1]([OH:6])(=O)[CH2:2][CH2:3][CH3:4].C(N(C(C)C)CC)(C)C.CN(C(ON1N=NC2C=CC=NC1=2)=[N+](C)C)C.F[P-](F)(F)(F)(F)F.[NH2:40][C:41]1[C:42]([NH:59][CH:60]2[CH2:65][CH2:64][N:63]([CH2:66][CH2:67][C:68]#[N:69])[CH2:62][CH2:61]2)=[C:43]2[CH:49]=[CH:48][N:47]([S:50]([C:53]3[CH:58]=[CH:57][CH:56]=[CH:55][CH:54]=3)(=[O:52])=[O:51])[C:44]2=[N:45][CH:46]=1, predict the reaction product. The product is: [C:53]1([S:50]([N:47]2[C:44]3=[N:45][CH:46]=[C:41]([NH:40][C:1](=[O:6])[CH2:2][CH2:3][CH3:4])[C:42]([NH:59][CH:60]4[CH2:61][CH2:62][N:63]([CH2:66][CH2:67][C:68]#[N:69])[CH2:64][CH2:65]4)=[C:43]3[CH:49]=[CH:48]2)(=[O:51])=[O:52])[CH:58]=[CH:57][CH:56]=[CH:55][CH:54]=1.